The task is: Predict which catalyst facilitates the given reaction.. This data is from Catalyst prediction with 721,799 reactions and 888 catalyst types from USPTO. Reactant: [O:1]1[CH2:3][C@@H:2]1[CH2:4][O:5][CH:6]([C:8]1[CH:13]=[CH:12][CH:11]=[CH:10][C:9]=1[C:14]1[S:18][C:17]([C:19]([O:21][CH2:22][CH3:23])=[O:20])=[CH:16][CH:15]=1)[CH3:7].[CH3:24][C:25]([NH2:38])([CH3:37])[CH2:26][C:27]1[CH:36]=[CH:35][C:34]2[C:29](=[CH:30][CH:31]=[CH:32][CH:33]=2)[CH:28]=1.Cl([O-])(=O)(=O)=O.[Li+]. Product: [OH:1][C@H:2]([CH2:3][NH:38][C:25]([CH3:37])([CH3:24])[CH2:26][C:27]1[CH:36]=[CH:35][C:34]2[C:29](=[CH:30][CH:31]=[CH:32][CH:33]=2)[CH:28]=1)[CH2:4][O:5][CH:6]([C:8]1[CH:13]=[CH:12][CH:11]=[CH:10][C:9]=1[C:14]1[S:18][C:17]([C:19]([O:21][CH2:22][CH3:23])=[O:20])=[CH:16][CH:15]=1)[CH3:7]. The catalyst class is: 11.